Task: Predict the reactants needed to synthesize the given product.. Dataset: Full USPTO retrosynthesis dataset with 1.9M reactions from patents (1976-2016) Given the product [NH2:21][C:20]1[N:19]=[CH:18][N:17]=[C:16]2[N:12]([CH:10]([C:4]3[C:3]([O:23][CH3:24])=[C:2]([C:33]4[CH:38]=[CH:37][N:36]=[C:35]([C:39]#[N:40])[CH:34]=4)[C:7]([CH3:8])=[C:6]([Cl:9])[CH:5]=3)[CH3:11])[N:13]=[C:14]([CH3:22])[C:15]=12, predict the reactants needed to synthesize it. The reactants are: Br[C:2]1[C:3]([O:23][CH3:24])=[C:4]([CH:10]([N:12]2[C:16]3=[N:17][CH:18]=[N:19][C:20]([NH2:21])=[C:15]3[C:14]([CH3:22])=[N:13]2)[CH3:11])[CH:5]=[C:6]([Cl:9])[C:7]=1[CH3:8].CC1(C)C(C)(C)OB([C:33]2[CH:38]=[CH:37][N:36]=[C:35]([C:39]#[N:40])[CH:34]=2)O1.C(=O)([O-])[O-].[Na+].[Na+].ClCCl.